This data is from Reaction yield outcomes from USPTO patents with 853,638 reactions. The task is: Predict the reaction yield, written as a fraction of the theoretical maximum amount of product (1.0 means a 100% yield; for example, 0.34 means a 34% yield). (1) The reactants are C([O:8][C:9]1[C:14]([CH2:15][CH3:16])=[CH:13][C:12]([C:17]2[CH:22]=[CH:21][CH:20]=[C:19]([N:23]3[C:27]([CH3:28])=[CH:26][CH:25]=[C:24]3[CH3:29])[N:18]=2)=[C:11]([O:30][CH3:31])[CH:10]=1)C1C=CC=CC=1.C([O-])=O.[NH4+]. The catalyst is CO.[OH-].[OH-].[Pd+2]. The product is [CH3:29][C:24]1[N:23]([C:19]2[N:18]=[C:17]([C:12]3[CH:13]=[C:14]([CH2:15][CH3:16])[C:9]([OH:8])=[CH:10][C:11]=3[O:30][CH3:31])[CH:22]=[CH:21][CH:20]=2)[C:27]([CH3:28])=[CH:26][CH:25]=1. The yield is 0.980. (2) The reactants are Br[CH2:2][C:3]1[C:12]2[C:7](=[C:8]([F:13])[CH:9]=[CH:10][CH:11]=2)[N:6]=[C:5]([Cl:14])[CH:4]=1.C(O[K])=[O:16]. The catalyst is CO.O. The product is [Cl:14][C:5]1[CH:4]=[C:3]([CH2:2][OH:16])[C:12]2[C:7](=[C:8]([F:13])[CH:9]=[CH:10][CH:11]=2)[N:6]=1. The yield is 0.910. (3) The reactants are CN(C)CCO.[Li].[CH:8]1[C:17]2[C:12](=[CH:13][CH:14]=[CH:15][CH:16]=2)[CH:11]=[C:10]([N:18]2[CH2:23][CH2:22][N:21]([C:24]([O:26][C:27]([CH3:30])([CH3:29])[CH3:28])=[O:25])[CH2:20][CH2:19]2)[N:9]=1.[F:31][C:32]1[N:43]=[CH:42][CH:41]=[CH:40][C:33]=1[C:34](N(OC)C)=[O:35]. The catalyst is C1COCC1. The product is [F:31][C:32]1[N:43]=[CH:42][CH:41]=[CH:40][C:33]=1[C:34]([C:8]1[C:17]2[C:12](=[CH:13][CH:14]=[CH:15][CH:16]=2)[CH:11]=[C:10]([N:18]2[CH2:19][CH2:20][N:21]([C:24]([O:26][C:27]([CH3:30])([CH3:29])[CH3:28])=[O:25])[CH2:22][CH2:23]2)[N:9]=1)=[O:35]. The yield is 0.0800. (4) The reactants are [CH2:1]1COC23OCCOC2([C@]2(CC[C@H]4[C@@H]([C@@H](CO)CC5[C@]4(C)CCCC5)[C@@H]2C3)C)[O:2]1.C([C@@H:32]1[CH:49]2[C@:44]([CH3:51])([CH2:45][CH2:46][C:47](=[O:50])[CH2:48]2)[C@@H:43]2[C@H:34]([C@H:35]3[C@@:39]([CH2:41][CH2:42]2)([CH3:40])[C:38](=[O:52])[CH2:37][CH2:36]3)[CH2:33]1)#N. No catalyst specified. The product is [OH:2][CH2:1][C@H:33]1[CH2:32][CH:49]2[C@:44]([CH3:51])([CH2:45][CH2:46][C:47](=[O:50])[CH2:48]2)[C@@H:43]2[C@@H:34]1[C@H:35]1[C@@:39]([CH2:41][CH2:42]2)([CH3:40])[C:38](=[O:52])[CH2:37][CH2:36]1. The yield is 0.850. (5) The reactants are [O:1]1[CH2:6][CH2:5][O:4][C:3]2[CH:7]=[C:8]([C:11]3[C:12]([CH3:29])=[C:13]([CH:26]=[CH:27][CH:28]=3)[CH2:14][O:15][C:16]3[C:23]([CH3:24])=[CH:22][C:19]([CH:20]=[O:21])=[C:18]([OH:25])[CH:17]=3)[CH:9]=[CH:10][C:2]1=2.Br.Br[CH2:32][C:33]1[CH:34]=[N:35][CH:36]=[CH:37][CH:38]=1.C(=O)([O-])[O-].[Cs+].[Cs+].O. The catalyst is CN(C)C=O. The product is [O:1]1[CH2:6][CH2:5][O:4][C:3]2[CH:7]=[C:8]([C:11]3[C:12]([CH3:29])=[C:13]([CH:26]=[CH:27][CH:28]=3)[CH2:14][O:15][C:16]3[C:23]([CH3:24])=[CH:22][C:19]([CH:20]=[O:21])=[C:18]([O:25][CH2:32][C:33]4[CH:34]=[N:35][CH:36]=[CH:37][CH:38]=4)[CH:17]=3)[CH:9]=[CH:10][C:2]1=2. The yield is 0.860. (6) The reactants are [NH2:1][C:2]1[CH:7]=[CH:6][C:5]([C:8]2[CH:9]=[C:10]3[C:14](=C[CH:16]=2)[N:13](COC(=O)C(C)(C)C)[N:12]=[C:11]3[C:25]2[CH:30]=[CH:29][CH:28]=[CH:27][C:26]=2[O:31][CH3:32])=[CH:4][C:3]=1[C:33](=[O:37])[N:34]([CH3:36])[CH3:35].[C:38](Cl)(Cl)=[O:39].[CH3:42][N:43]([CH3:45])C.C[NH:47]C. The catalyst is ClCCl. The product is [CH3:42][N:43]([CH3:45])[C:38](=[O:39])[NH:1][C:2]1[CH:7]=[CH:6][C:5]([C:8]2[CH:9]=[C:10]3[C:11]([C:25]4[CH:30]=[CH:29][CH:28]=[CH:27][C:26]=4[O:31][CH3:32])=[N:12][NH:13][C:14]3=[N:47][CH:16]=2)=[CH:4][C:3]=1[C:33]([N:34]([CH3:35])[CH3:36])=[O:37]. The yield is 0.210. (7) The reactants are [C:1]([O:5][C:6]([NH:8][CH2:9][C:10]1([C:15](OC)=[O:16])[CH2:14][CH2:13][CH2:12][CH2:11]1)=[O:7])([CH3:4])([CH3:3])[CH3:2].[H-].C([Al+]CC(C)C)C(C)C.CCOCC. The catalyst is C1COCC1.C(Cl)Cl. The product is [OH:16][CH2:15][C:10]1([CH2:9][NH:8][C:6](=[O:7])[O:5][C:1]([CH3:3])([CH3:2])[CH3:4])[CH2:14][CH2:13][CH2:12][CH2:11]1. The yield is 0.770. (8) The reactants are [Br:1][C:2]1[CH:3]=[C:4]([CH:8]=[C:9]([OH:11])[CH:10]=1)[C:5]([OH:7])=[O:6].[CH3:12]C1C=CC(S(O)(=O)=O)=CC=1.C([O-])(O)=O.[Na+]. The catalyst is CO. The product is [Br:1][C:2]1[CH:3]=[C:4]([CH:8]=[C:9]([OH:11])[CH:10]=1)[C:5]([O:7][CH3:12])=[O:6]. The yield is 0.730.